This data is from Forward reaction prediction with 1.9M reactions from USPTO patents (1976-2016). The task is: Predict the product of the given reaction. (1) Given the reactants [Cl:1][C:2]1[CH:3]=[C:4]([C:12]2[O:16][N:15]=[C:14]([C:17]3[CH:22]=[CH:21][C:20]([O:23][CH2:24][C:25]([O:27]CC)=[O:26])=[CH:19][C:18]=3[CH2:30][CH3:31])[N:13]=2)[CH:5]=[CH:6][C:7]=1[O:8][CH:9]([CH3:11])[CH3:10].[OH-].[Na+], predict the reaction product. The product is: [Cl:1][C:2]1[CH:3]=[C:4]([C:12]2[O:16][N:15]=[C:14]([C:17]3[CH:22]=[CH:21][C:20]([O:23][CH2:24][C:25]([OH:27])=[O:26])=[CH:19][C:18]=3[CH2:30][CH3:31])[N:13]=2)[CH:5]=[CH:6][C:7]=1[O:8][CH:9]([CH3:10])[CH3:11]. (2) The product is: [C:43]([C:42]1[CH:45]=[C:46]([C:49]([F:50])([F:51])[F:52])[CH:47]=[CH:48][C:41]=1[C:14]1[C:13]2[C:17](=[CH:18][C:10]([S:7]([N:6]([CH2:5][C:4]3[CH:34]=[CH:35][C:36]([O:38][CH3:39])=[CH:37][C:3]=3[O:2][CH3:1])[C:29]3[S:33][N:32]=[CH:31][N:30]=3)(=[O:8])=[O:9])=[CH:11][CH:12]=2)[N:16]([CH3:19])[CH:15]=1)#[N:44]. Given the reactants [CH3:1][O:2][C:3]1[CH:37]=[C:36]([O:38][CH3:39])[CH:35]=[CH:34][C:4]=1[CH2:5][N:6]([C:29]1[S:33][N:32]=[CH:31][N:30]=1)[S:7]([C:10]1[CH:18]=[C:17]2[C:13]([C:14](B3OC(C)(C)C(C)(C)O3)=[CH:15][N:16]2[CH3:19])=[CH:12][CH:11]=1)(=[O:9])=[O:8].Br[C:41]1[CH:48]=[CH:47][C:46]([C:49]([F:52])([F:51])[F:50])=[CH:45][C:42]=1[C:43]#[N:44].P([O-])([O-])([O-])=O.[K+].[K+].[K+], predict the reaction product. (3) Given the reactants [Cl:1][C:2]1[C:11]([N+:12]([O-:14])=[O:13])=[C:10](Cl)[C:9]2[C:4](=[CH:5][CH:6]=[C:7]([Cl:16])[CH:8]=2)[N:3]=1.[NH3:17], predict the reaction product. The product is: [Cl:1][C:2]1[C:11]([N+:12]([O-:14])=[O:13])=[C:10]([NH2:17])[C:9]2[C:4](=[CH:5][CH:6]=[C:7]([Cl:16])[CH:8]=2)[N:3]=1.